From a dataset of Catalyst prediction with 721,799 reactions and 888 catalyst types from USPTO. Predict which catalyst facilitates the given reaction. (1) Reactant: [F:1][C:2]1[CH:7]=[C:6]([O:8][CH3:9])[CH:5]=[CH:4][C:3]=1[O:10][CH3:11].[Li]CCCC.Cl[C:18]([O:20][CH2:21][CH3:22])=[O:19]. Product: [F:1][C:2]1[C:3]([O:10][CH3:11])=[CH:4][CH:5]=[C:6]([O:8][CH3:9])[C:7]=1[C:18]([O:20][CH2:21][CH3:22])=[O:19]. The catalyst class is: 1. (2) Reactant: CC(C)(OC([NH:7][C@@H:8]([CH:21]([CH3:23])[CH3:22])[CH2:9][NH:10][C:11](=[O:20])[C:12]1[CH:17]=[CH:16][C:15]([C:18]#[N:19])=[CH:14][CH:13]=1)=O)C.[ClH:25].C(OCC)(=O)C. Product: [ClH:25].[NH2:7][C@@H:8]([CH:21]([CH3:23])[CH3:22])[CH2:9][NH:10][C:11](=[O:20])[C:12]1[CH:17]=[CH:16][C:15]([C:18]#[N:19])=[CH:14][CH:13]=1. The catalyst class is: 13.